From a dataset of Catalyst prediction with 721,799 reactions and 888 catalyst types from USPTO. Predict which catalyst facilitates the given reaction. Reactant: [F:1][C:2]([F:16])([F:15])[C:3]1[CH:8]=[CH:7][N:6]=[C:5]([CH2:9][O:10][CH2:11][C:12]([OH:14])=O)[CH:4]=1.[NH:17]1[CH2:21][CH2:20][C@H:19]([NH:22][C:23](=[O:29])[O:24][C:25]([CH3:28])([CH3:27])[CH3:26])[CH2:18]1.F[P-](F)(F)(F)(F)F.N1(O[P+](N(C)C)(N(C)C)N(C)C)C2C=CC=CC=2N=N1.C(N(CC)CC)C. Product: [F:15][C:2]([F:1])([F:16])[C:3]1[CH:8]=[CH:7][N:6]=[C:5]([CH2:9][O:10][CH2:11][C:12]([N:17]2[CH2:21][CH2:20][C@H:19]([NH:22][C:23](=[O:29])[O:24][C:25]([CH3:27])([CH3:26])[CH3:28])[CH2:18]2)=[O:14])[CH:4]=1. The catalyst class is: 39.